From a dataset of NCI-60 drug combinations with 297,098 pairs across 59 cell lines. Regression. Given two drug SMILES strings and cell line genomic features, predict the synergy score measuring deviation from expected non-interaction effect. (1) Drug 1: CC1CC2CCC3C(=C)CC(O3)CCC45CC6C(O4)C7C(O6)C(O5)C8C(O7)CCC(O8)CC(=O)CC9C(CC(C1=C)O2)OC(C9OC)CC(CN)O.CS(=O)(=O)O. Drug 2: CC1C(C(CC(O1)OC2CC(CC3=C2C(=C4C(=C3O)C(=O)C5=CC=CC=C5C4=O)O)(C(=O)C)O)N)O. Cell line: UACC62. Synergy scores: CSS=71.7, Synergy_ZIP=-5.39, Synergy_Bliss=-5.25, Synergy_Loewe=-1.03, Synergy_HSA=0.692. (2) Drug 1: COC1=C(C=C2C(=C1)N=CN=C2NC3=CC(=C(C=C3)F)Cl)OCCCN4CCOCC4. Drug 2: CC1C(C(CC(O1)OC2CC(CC3=C2C(=C4C(=C3O)C(=O)C5=C(C4=O)C(=CC=C5)OC)O)(C(=O)C)O)N)O.Cl. Cell line: LOX IMVI. Synergy scores: CSS=54.1, Synergy_ZIP=14.6, Synergy_Bliss=15.0, Synergy_Loewe=3.66, Synergy_HSA=17.6. (3) Synergy scores: CSS=29.6, Synergy_ZIP=-8.90, Synergy_Bliss=-0.691, Synergy_Loewe=-10.2, Synergy_HSA=1.87. Cell line: OVCAR-5. Drug 1: CC1CCC2CC(C(=CC=CC=CC(CC(C(=O)C(C(C(=CC(C(=O)CC(OC(=O)C3CCCCN3C(=O)C(=O)C1(O2)O)C(C)CC4CCC(C(C4)OC)O)C)C)O)OC)C)C)C)OC. Drug 2: C(CC(=O)O)C(=O)CN.Cl.